This data is from Forward reaction prediction with 1.9M reactions from USPTO patents (1976-2016). The task is: Predict the product of the given reaction. (1) Given the reactants [NH2:1][C:2]1[C:7]([C:8]#[N:9])=[C:6](N2CCC(C3N(C)C=C(C4C=CC(F)=C(C(F)(F)F)C=4)N=3)CC2)[N:5]=[CH:4][N:3]=1.Cl.[N:34]1([CH2:38][CH2:39][N:40]2[CH:44]=[C:43]([C:45]3[CH:50]=[CH:49][C:48]([F:51])=[C:47]([Cl:52])[CH:46]=3)[N:42]=[C:41]2[CH:53]2[CH2:58][CH2:57][NH:56][CH2:55][CH2:54]2)[CH2:37][CH2:36][CH2:35]1, predict the reaction product. The product is: [NH2:1][C:2]1[C:7]([C:8]#[N:9])=[C:6]([N:56]2[CH2:57][CH2:58][CH:53]([C:41]3[N:40]([CH2:39][CH2:38][N:34]4[CH2:37][CH2:36][CH2:35]4)[CH:44]=[C:43]([C:45]4[CH:50]=[CH:49][C:48]([F:51])=[C:47]([Cl:52])[CH:46]=4)[N:42]=3)[CH2:54][CH2:55]2)[N:5]=[CH:4][N:3]=1. (2) Given the reactants [N+](C1C=CC=CC=1S([N:13]([CH2:33][C:34]1[CH:39]=[CH:38][CH:37]=[CH:36][N:35]=1)[CH2:14][C:15]1[CH:20]=[CH:19][C:18]([CH2:21][NH:22][CH:23]2[C:32]3[N:31]=[CH:30][CH:29]=[CH:28][C:27]=3[CH2:26][CH2:25][CH2:24]2)=[CH:17][CH:16]=1)(=O)=O)([O-])=O.C(OC([NH:47][C@H:48]([C:50](O)=[O:51])[CH3:49])=O)(C)(C)C.C(N(CC)C(C)C)(C)C.O.ON1C2C=CC=CC=2N=N1.Cl.CN(C)CCCN=C=NCC, predict the reaction product. The product is: [N:35]1[CH:36]=[CH:37][CH:38]=[CH:39][C:34]=1[CH2:33][NH:13][CH2:14][C:15]1[CH:20]=[CH:19][C:18]([CH2:21][N:22]([CH:23]2[C:32]3[N:31]=[CH:30][CH:29]=[CH:28][C:27]=3[CH2:26][CH2:25][CH2:24]2)[C:50](=[O:51])[C@H:48]([CH3:49])[NH2:47])=[CH:17][CH:16]=1. (3) Given the reactants Br[C:2]1[CH:7]=[CH:6][N:5]2[CH:8]=[C:9]([C:11]3[CH:16]=[CH:15][C:14]([O:17][CH3:18])=[CH:13][CH:12]=3)[N:10]=[C:4]2[CH:3]=1.[NH:19]1[CH2:24][CH2:23][O:22][CH2:21][CH2:20]1, predict the reaction product. The product is: [CH3:18][O:17][C:14]1[CH:15]=[CH:16][C:11]([C:9]2[N:10]=[C:4]3[CH:3]=[C:2]([N:19]4[CH2:24][CH2:23][O:22][CH2:21][CH2:20]4)[CH:7]=[CH:6][N:5]3[CH:8]=2)=[CH:12][CH:13]=1. (4) Given the reactants Br[C:2]([C:5]1[CH:10]=[C:9]([N+:11]([O-:13])=[O:12])[CH:8]=[C:7]([Cl:14])[CH:6]=1)([CH3:4])[CH3:3].C([O-])([O-])=O.[K+].[K+].[N:21]1[NH:22][C:23](=[O:27])[CH:24]=[CH:25][CH:26]=1, predict the reaction product. The product is: [Cl:14][C:7]1[CH:6]=[C:5]([C:2]([N:22]2[C:23](=[O:27])[CH:24]=[CH:25][CH:26]=[N:21]2)([CH3:4])[CH3:3])[CH:10]=[C:9]([N+:11]([O-:13])=[O:12])[CH:8]=1. (5) Given the reactants [OH-:1].[Na+].[CH3:3][C:4]1([CH3:24])[C:13]2[C:8](=[CH:9][CH:10]=[C:11]([C:14]#[C:15][C:16]3[CH:23]=[CH:22]C(C#N)=[CH:18][N:17]=3)[CH:12]=2)[S:7][CH2:6][CH2:5]1.[CH2:25]([OH:27])[CH3:26], predict the reaction product. The product is: [CH3:3][C:4]1([CH3:24])[C:13]2[C:8](=[CH:9][CH:10]=[C:11]([C:14]#[C:15][C:16]3[CH:23]=[CH:22][C:26]([C:25]([OH:1])=[O:27])=[CH:18][N:17]=3)[CH:12]=2)[S:7][CH2:6][CH2:5]1. (6) Given the reactants C(O)(C(F)(F)F)=O.[CH2:8]([O:15][C:16]([NH:18][C:19]1[CH:20]=[C:21]([CH:29]=[CH:30][C:31]=1[N:32]1[CH2:37][CH2:36][N:35]([CH3:38])[CH2:34][CH2:33]1)[C:22]([O:24]C(C)(C)C)=[O:23])=[O:17])[C:9]1[CH:14]=[CH:13][CH:12]=[CH:11][CH:10]=1, predict the reaction product. The product is: [CH2:8]([O:15][C:16]([NH:18][C:19]1[CH:20]=[C:21]([CH:29]=[CH:30][C:31]=1[N:32]1[CH2:37][CH2:36][N:35]([CH3:38])[CH2:34][CH2:33]1)[C:22]([OH:24])=[O:23])=[O:17])[C:9]1[CH:10]=[CH:11][CH:12]=[CH:13][CH:14]=1.